Dataset: Full USPTO retrosynthesis dataset with 1.9M reactions from patents (1976-2016). Task: Predict the reactants needed to synthesize the given product. Given the product [O:22]([C:29]1[CH:30]=[CH:31][CH:32]=[CH:33][C:34]=1[C:17]1[CH:18]=[C:13]2[C:12]([C:20]#[N:21])=[CH:11][NH:10][C:14]2=[N:15][CH:16]=1)[C:23]1[CH:28]=[CH:27][CH:26]=[CH:25][CH:24]=1, predict the reactants needed to synthesize it. The reactants are: C1(S([N:10]2[C:14]3=[N:15][CH:16]=[C:17](Br)[CH:18]=[C:13]3[C:12]([C:20]#[N:21])=[CH:11]2)(=O)=O)C=CC=CC=1.[O:22]([C:29]1[CH:34]=[CH:33][CH:32]=[CH:31][C:30]=1B(O)O)[C:23]1[CH:28]=[CH:27][CH:26]=[CH:25][CH:24]=1.[Li+].[Cl-].C([O-])([O-])=O.[Na+].[Na+].